From a dataset of Forward reaction prediction with 1.9M reactions from USPTO patents (1976-2016). Predict the product of the given reaction. (1) Given the reactants [Cl:1][C:2]1[CH:7]=[CH:6][C:5]([CH:8]([O:26][CH2:27][C:28]#[CH:29])[C:9]([NH:11][CH2:12][CH2:13][C:14]2[CH:19]=[CH:18][C:17]([O:20][CH2:21][C:22]#[CH:23])=[C:16]([O:24][CH3:25])[CH:15]=2)=O)=[CH:4][CH:3]=1.C1C=CC=CC=1.COC1C=CC(P2(=S)SP(=S)(C3C=CC(OC)=CC=3)[S:45]2)=CC=1, predict the reaction product. The product is: [Cl:1][C:2]1[CH:7]=[CH:6][C:5]([CH:8]([O:26][CH2:27][C:28]#[CH:29])[C:9]([NH:11][CH2:12][CH2:13][C:14]2[CH:19]=[CH:18][C:17]([O:20][CH2:21][C:22]#[CH:23])=[C:16]([O:24][CH3:25])[CH:15]=2)=[S:45])=[CH:4][CH:3]=1. (2) Given the reactants [CH2:1]([C:3]1[CH:8]=[CH:7][CH:6]=[CH:5][C:4]=1[C:9]1[CH:14]=[CH:13][C:12]([C:15]2[O:19][N:18]=[C:17]([C:20]3[CH:21]=[C:22]([CH:34]=[CH:35][CH:36]=3)[CH2:23][N:24]([CH3:33])[CH2:25][C:26]([O:28]C(C)(C)C)=[O:27])[N:16]=2)=[CH:11][C:10]=1[CH2:37][O:38][CH3:39])[CH3:2].[ClH:40].O1CCOCC1, predict the reaction product. The product is: [ClH:40].[CH2:1]([C:3]1[CH:8]=[CH:7][CH:6]=[CH:5][C:4]=1[C:9]1[CH:14]=[CH:13][C:12]([C:15]2[O:19][N:18]=[C:17]([C:20]3[CH:21]=[C:22]([CH:34]=[CH:35][CH:36]=3)[CH2:23][N:24]([CH3:33])[CH2:25][C:26]([OH:28])=[O:27])[N:16]=2)=[CH:11][C:10]=1[CH2:37][O:38][CH3:39])[CH3:2]. (3) Given the reactants Br[C:2]1[CH:3]=[CH:4][CH:5]=[C:6]2[C:11]=1[CH:10]=[N:9][C:8]([NH:12][C:13]1[N:14]=[CH:15][C:16]([C:19]#[N:20])=[N:17][CH:18]=1)=[CH:7]2.[NH2:21][CH2:22][CH2:23][N:24]1[CH2:29][CH2:28][O:27][CH2:26][CH2:25]1, predict the reaction product. The product is: [O:27]1[CH2:28][CH2:29][N:24]([CH2:23][CH2:22][NH:21][C:2]2[CH:3]=[CH:4][CH:5]=[C:6]3[C:11]=2[CH:10]=[N:9][C:8]([NH:12][C:13]2[N:14]=[CH:15][C:16]([C:19]#[N:20])=[N:17][CH:18]=2)=[CH:7]3)[CH2:25][CH2:26]1. (4) The product is: [F:1][C:2]1[CH:3]=[C:4]([CH:7]=[CH:8][CH:9]=1)/[CH:5]=[N:11]\[OH:12]. Given the reactants [F:1][C:2]1[CH:3]=[C:4]([CH:7]=[CH:8][CH:9]=1)[CH:5]=O.Cl.[NH2:11][OH:12].[OH-].[Na+], predict the reaction product.